From a dataset of Forward reaction prediction with 1.9M reactions from USPTO patents (1976-2016). Predict the product of the given reaction. (1) Given the reactants [CH:1]1([N:5]2[CH2:11][CH2:10][C:9]3[CH:12]=[CH:13][C:14]([O:16][C:17]4[CH:24]=[CH:23]C(C#N)=[CH:19][C:18]=4[F:25])=[CH:15][C:8]=3[CH2:7][CH2:6]2)[CH2:4][CH2:3][CH2:2]1.[OH-].[Na+].[C:28]([OH:31])(=[O:30])[CH3:29], predict the reaction product. The product is: [CH:1]1([N:5]2[CH2:11][CH2:10][C:9]3[CH:12]=[CH:13][C:14]([O:16][C:17]4[CH:24]=[CH:23][C:29]([C:28]([OH:31])=[O:30])=[CH:19][C:18]=4[F:25])=[CH:15][C:8]=3[CH2:7][CH2:6]2)[CH2:2][CH2:3][CH2:4]1. (2) Given the reactants [NH2:1][C:2]1[CH:7]=[C:6]([F:8])[C:5]([Cl:9])=[CH:4][C:3]=1[C:10](=O)[CH2:11]Cl.[BH4-].[Na+], predict the reaction product. The product is: [Cl:9][C:5]1[CH:4]=[C:3]2[C:2](=[CH:7][C:6]=1[F:8])[NH:1][CH:11]=[CH:10]2. (3) The product is: [F:15][C:16]1[CH:21]=[C:20]([F:22])[CH:19]=[CH:18][C:17]=1[C@:9]12[CH2:13][O:14][C@@H:6]([C@@H:2]3[CH2:3][CH2:4][CH2:5][O:1]3)[CH2:7][C@H:8]1[CH2:12][O:11][NH:10]2. Given the reactants [O:1]1[CH2:5][CH2:4][CH2:3][C@H:2]1[C@@H:6]1[O:14][CH2:13][C:9]2=[N:10][O:11][CH2:12][C@@H:8]2[CH2:7]1.[F:15][C:16]1[CH:21]=[C:20]([F:22])[CH:19]=[CH:18][C:17]=1C12COC([C@@H]3C[C@H]3C)CC1CON2, predict the reaction product. (4) Given the reactants [CH3:1][O:2][C:3]1[CH:11]=[C:10]2[C:6]([C:7]([CH2:17][C:18]3[N:23]=[C:22]([C:24]([O:26]CC)=[O:25])[CH:21]=[CH:20][CH:19]=3)=[C:8]([C:12]3[CH:16]=[CH:15][S:14][CH:13]=3)[NH:9]2)=[CH:5][CH:4]=1.C(O)C.[OH-].[Na+], predict the reaction product. The product is: [CH3:1][O:2][C:3]1[CH:11]=[C:10]2[C:6]([C:7]([CH2:17][C:18]3[N:23]=[C:22]([C:24]([OH:26])=[O:25])[CH:21]=[CH:20][CH:19]=3)=[C:8]([C:12]3[CH:16]=[CH:15][S:14][CH:13]=3)[NH:9]2)=[CH:5][CH:4]=1. (5) Given the reactants [F:1][C:2]1[CH:7]=[C:6]([F:8])[CH:5]=[C:4]([F:9])[C:3]=1[CH2:10][C:11]([OH:13])=[O:12].S(Cl)(Cl)=O.O.[CH3:19]O, predict the reaction product. The product is: [F:1][C:2]1[CH:7]=[C:6]([F:8])[CH:5]=[C:4]([F:9])[C:3]=1[CH2:10][C:11]([O:13][CH3:19])=[O:12]. (6) Given the reactants F[C:2]1[CH:3]=[C:4]([CH:14]=[C:15]([B:17]2[O:21][C:20]([CH3:23])([CH3:22])[C:19]([CH3:25])([CH3:24])[O:18]2)[CH:16]=1)[CH2:5][NH:6][C:7](=[O:13])[O:8][C:9]([CH3:12])([CH3:11])[CH3:10].BrC1C=C([C@H](NC(=O)OC(C)(C)C)[CH2:34][O:35][CH3:36])C=CC=1, predict the reaction product. The product is: [CH3:34][O:35][CH2:36][C@@H:5]([NH:6][C:7](=[O:13])[O:8][C:9]([CH3:12])([CH3:11])[CH3:10])[C:4]1[CH:3]=[CH:2][CH:16]=[C:15]([B:17]2[O:21][C:20]([CH3:23])([CH3:22])[C:19]([CH3:25])([CH3:24])[O:18]2)[CH:14]=1. (7) Given the reactants [NH2:1][C:2]1[CH:7]=[C:6]([Br:8])[CH:5]=[CH:4][N:3]=1.COC(OC)[N:12]([CH3:14])C.[ClH:17].N[OH:19], predict the reaction product. The product is: [ClH:17].[Br:8][C:6]1[CH:5]=[CH:4][N:3]=[C:2]([NH:1][CH:14]=[N:12][OH:19])[CH:7]=1. (8) The product is: [Cl:19][C:18]1[CH:17]=[CH:16][N:15]=[CH:14][C:13]=1[NH:12][C:2](=[O:3])[O:4][CH2:5][C:6]1[CH:11]=[CH:10][CH:9]=[CH:8][CH:7]=1. Given the reactants Cl[C:2]([O:4][CH2:5][C:6]1[CH:11]=[CH:10][CH:9]=[CH:8][CH:7]=1)=[O:3].[NH2:12][C:13]1[CH:14]=[N:15][CH:16]=[CH:17][C:18]=1[Cl:19].N1C=CC=CC=1, predict the reaction product. (9) Given the reactants [H-].[Al+3].[Li+].[H-].[H-].[H-].C[O:8][C:9]1[N:14]=[CH:13][C:12]([N:15]2[C:20](=O)[CH2:19][C:18]([CH3:23])([CH3:22])[CH2:17][C:16]2=O)=[CH:11][CH:10]=1.O.[OH-].[Na+], predict the reaction product. The product is: [CH3:22][C:18]1([CH3:23])[CH2:17][CH2:16][N:15]([C:12]2[CH:13]=[N:14][C:9]([OH:8])=[CH:10][CH:11]=2)[CH2:20][CH2:19]1.